Predict the reaction yield, written as a fraction of the theoretical maximum amount of product (1.0 means a 100% yield; for example, 0.34 means a 34% yield). From a dataset of Reaction yield outcomes from USPTO patents with 853,638 reactions. (1) The reactants are [C:1]([C:5]1[CH:10]=[CH:9][C:8]([N+:11]([O-:13])=[O:12])=[CH:7][C:6]=1[S:14](Cl)(=[O:16])=[O:15])([CH3:4])([CH3:3])[CH3:2].[NH4+:18].[OH-]. The catalyst is CCOCC.O. The product is [C:1]([C:5]1[CH:10]=[CH:9][C:8]([N+:11]([O-:13])=[O:12])=[CH:7][C:6]=1[S:14]([NH2:18])(=[O:16])=[O:15])([CH3:4])([CH3:3])[CH3:2]. The yield is 0.340. (2) The product is [F:24][C:21]1[CH:22]=[CH:23][C:18]([C:13]2[C:12]([CH2:11][O:10][C:7]3[CH:8]=[CH:9][C:4]([C:3]([OH:25])=[O:2])=[CH:5][N:6]=3)=[C:16]([CH3:17])[O:15][N:14]=2)=[N:19][CH:20]=1. The yield is 0.920. No catalyst specified. The reactants are C[O:2][C:3](=[O:25])[C:4]1[CH:9]=[CH:8][C:7]([O:10][CH2:11][C:12]2[C:13]([C:18]3[CH:23]=[CH:22][C:21]([F:24])=[CH:20][N:19]=3)=[N:14][O:15][C:16]=2[CH3:17])=[N:6][CH:5]=1.COC(=O)C1C=CC(OCC2C(C3C=CC=CN=3)=NOC=2C)=NC=1.